Dataset: Reaction yield outcomes from USPTO patents with 853,638 reactions. Task: Predict the reaction yield, written as a fraction of the theoretical maximum amount of product (1.0 means a 100% yield; for example, 0.34 means a 34% yield). (1) The reactants are [CH3:1][O:2][C:3]1[CH:12]=[C:11]([O:13][CH3:14])[CH:10]=[C:9]2[C:4]=1[C:5](=[O:34])[NH:6][C:7]([C:15]1[CH:20]=[CH:19][C:18]([N:21]3[CH2:26][CH2:25][CH:24]([N:27]([CH:31]([CH3:33])[CH3:32])C(=O)C)[CH2:23][CH2:22]3)=[CH:17][CH:16]=1)=[N:8]2.[OH-].[Na+]. The catalyst is Cl. The product is [CH:31]([NH:27][CH:24]1[CH2:25][CH2:26][N:21]([C:18]2[CH:19]=[CH:20][C:15]([C:7]3[NH:6][C:5](=[O:34])[C:4]4[C:9](=[CH:10][C:11]([O:13][CH3:14])=[CH:12][C:3]=4[O:2][CH3:1])[N:8]=3)=[CH:16][CH:17]=2)[CH2:22][CH2:23]1)([CH3:33])[CH3:32]. The yield is 0.520. (2) The yield is 0.550. The catalyst is C(#N)C.CCOC(C)=O.C1C=CC([P]([Pd]([P](C2C=CC=CC=2)(C2C=CC=CC=2)C2C=CC=CC=2)([P](C2C=CC=CC=2)(C2C=CC=CC=2)C2C=CC=CC=2)[P](C2C=CC=CC=2)(C2C=CC=CC=2)C2C=CC=CC=2)(C2C=CC=CC=2)C2C=CC=CC=2)=CC=1. The product is [CH:19]([N:18]1[C:14]([C:12]2[N:13]=[C:6]3[C:5]4[CH:23]=[CH:24][C:2]([C:34]5[CH:33]=[N:32][N:31]([CH3:30])[CH:35]=5)=[CH:3][C:4]=4[O:10][CH2:9][CH2:8][N:7]3[CH:11]=2)=[N:15][C:16]([CH3:22])=[N:17]1)([CH3:21])[CH3:20]. The reactants are Br[C:2]1[CH:24]=[CH:23][C:5]2[C:6]3[N:7]([CH:11]=[C:12]([C:14]4[N:18]([CH:19]([CH3:21])[CH3:20])[N:17]=[C:16]([CH3:22])[N:15]=4)[N:13]=3)[CH2:8][CH2:9][O:10][C:4]=2[CH:3]=1.C([O-])(=O)C.[K+].[CH3:30][N:31]1[CH:35]=[CH:34][C:33](B2OC(C)(C)C(C)(C)O2)=[N:32]1.